The task is: Predict the reactants needed to synthesize the given product.. This data is from Full USPTO retrosynthesis dataset with 1.9M reactions from patents (1976-2016). (1) The reactants are: C([Li])CCC.CCCCCC.[CH:12]1([CH2:15][N:16]([C:24]2[C:25]([CH2:33][CH3:34])=[N:26][N:27]3[CH:32]=[CH:31][CH:30]=[CH:29][C:28]=23)[C:17](=[O:23])[O:18][C:19]([CH3:22])([CH3:21])[CH3:20])[CH2:14][CH2:13]1.[Br:35]C(F)(F)C(F)(F)Br.C(=O)(O)[O-].[Na+]. Given the product [Br:35][C:32]1[N:27]2[N:26]=[C:25]([CH2:33][CH3:34])[C:24]([N:16]([CH2:15][CH:12]3[CH2:13][CH2:14]3)[C:17](=[O:23])[O:18][C:19]([CH3:22])([CH3:21])[CH3:20])=[C:28]2[CH:29]=[CH:30][CH:31]=1, predict the reactants needed to synthesize it. (2) Given the product [Cl:1][C:2]1[CH:3]=[C:4]([CH2:9][C:10]2[S:69][C:48]([C:49]([NH:51][C:52]3[CH:53]=[C:54]4[C:59](=[CH:60][CH:61]=3)[CH2:58][N:57]([C:62]([O:64][C:65]([CH3:68])([CH3:67])[CH3:66])=[O:63])[CH2:56][CH2:55]4)=[O:50])=[N:46][N:47]=2)[CH:5]=[CH:6][C:7]=1[Cl:8], predict the reactants needed to synthesize it. The reactants are: [Cl:1][C:2]1[CH:3]=[C:4]([CH2:9][C:10](O)=O)[CH:5]=[CH:6][C:7]=1[Cl:8].CN(C(ON1N=NC2C=CC=NC1=2)=[N+](C)C)C.F[P-](F)(F)(F)(F)F.CCN(C(C)C)C(C)C.[NH:46]([C:48](=[S:69])[C:49]([NH:51][C:52]1[CH:53]=[C:54]2[C:59](=[CH:60][CH:61]=1)[CH2:58][N:57]([C:62]([O:64][C:65]([CH3:68])([CH3:67])[CH3:66])=[O:63])[CH2:56][CH2:55]2)=[O:50])[NH2:47]. (3) Given the product [Br:8][C:4]1[CH:5]=[CH:6][CH:7]=[C:2]([O:15][C:9]2[CH:14]=[CH:13][CH:12]=[CH:11][CH:10]=2)[N:3]=1, predict the reactants needed to synthesize it. The reactants are: Br[C:2]1[CH:7]=[CH:6][CH:5]=[C:4]([Br:8])[N:3]=1.[C:9]1([OH:15])[CH:14]=[CH:13][CH:12]=[CH:11][CH:10]=1.CC(C)([O-])C.[K+]. (4) Given the product [NH:29]1[C:30]2[C:26](=[CH:25][CH:24]=[C:23]([C:2]3[C:10]4[S:9][C:8]([NH:11][C:12]([C:14]5[S:15][C:16]([CH3:19])=[CH:17][CH:18]=5)=[O:13])=[N:7][C:6]=4[C:5]([O:20][CH3:21])=[CH:4][CH:3]=3)[CH:31]=2)[CH2:27][CH2:28]1, predict the reactants needed to synthesize it. The reactants are: I[C:2]1[C:10]2[S:9][C:8]([NH:11][C:12]([C:14]3[S:15][C:16]([CH3:19])=[CH:17][CH:18]=3)=[O:13])=[N:7][C:6]=2[C:5]([O:20][CH3:21])=[CH:4][CH:3]=1.I[C:23]1[CH:31]=[C:30]2[C:26]([CH2:27][CH2:28][NH:29]2)=[CH:25][CH:24]=1. (5) Given the product [Br:1][C:2]1[CH:17]=[CH:16][C:5]2[N:6]=[C:7]([NH:18][C:19]3[C:24]([Cl:25])=[CH:23][C:22]([S:26]([NH:29][CH2:30][C:31]4[N:32]([CH3:36])[CH:33]=[CH:34][N:35]=4)(=[O:27])=[O:28])=[CH:21][C:20]=3[Cl:37])[C:8]3[C:13]([C:4]=2[CH:3]=1)=[C:12]([Cl:14])[N:11]=[CH:10][CH:9]=3, predict the reactants needed to synthesize it. The reactants are: [Br:1][C:2]1[CH:17]=[CH:16][C:5]2[N:6]=[C:7](Cl)[C:8]3[C:13]([C:4]=2[CH:3]=1)=[C:12]([Cl:14])[N:11]=[CH:10][CH:9]=3.[NH2:18][C:19]1[C:24]([Cl:25])=[CH:23][C:22]([S:26]([NH:29][CH2:30][C:31]2[N:32]([CH3:36])[CH:33]=[CH:34][N:35]=2)(=[O:28])=[O:27])=[CH:21][C:20]=1[Cl:37].C[Si]([N-][Si](C)(C)C)(C)C.[Na+]. (6) Given the product [CH3:13][CH:12]([O:10][C:5]1[CH:6]=[CH:7][CH:8]=[C:9]2[C:4]=1[CH2:3][CH2:2][CH2:1]2)[CH:11]=[CH2:16], predict the reactants needed to synthesize it. The reactants are: [CH2:1]1[C:9]2[CH:8]=[CH:7][CH:6]=[C:5]([OH:10])[C:4]=2[CH2:3][CH2:2]1.[C:11]1(P([C:11]2[CH:16]=CC=[CH:13][CH:12]=2)[C:11]2[CH:16]=CC=[CH:13][CH:12]=2)[CH:16]=CC=[CH:13][CH:12]=1.CCOC(/N=N/C(OCC)=O)=O.CC(O)C=C. (7) Given the product [Si:1]([O:8][CH2:9][C:10]1[CH:15]=[CH:14][N:13]=[C:12]([CH2:16][NH:25][CH2:24][CH2:23][CH2:22][CH2:21][N:20]([CH2:35][CH3:36])[CH2:18][CH3:19])[CH:11]=1)([C:4]([CH3:7])([CH3:6])[CH3:5])([CH3:3])[CH3:2], predict the reactants needed to synthesize it. The reactants are: [Si:1]([O:8][CH2:9][C:10]1[CH:15]=[CH:14][N:13]=[C:12]([CH:16]=O)[CH:11]=1)([C:4]([CH3:7])([CH3:6])[CH3:5])([CH3:3])[CH3:2].[CH2:18]([N:20]([CH2:35][CH3:36])[CH2:21][CH2:22][CH2:23][CH2:24][NH:25]CC1C=C(CN)C=CN=1)[CH3:19]. (8) Given the product [Cl:27][C:26]1[C:21]([N:7]([CH2:6][C:5]2[CH:32]=[CH:33][C:2]([C:38]3[CH:37]=[N:36][N:35]([CH3:34])[CH:39]=3)=[CH:3][CH:4]=2)[S:8]([C:11]2[CH:20]=[CH:19][C:14]([C:15]([OH:17])=[O:16])=[CH:13][CH:12]=2)(=[O:9])=[O:10])=[N:22][CH:23]=[C:24]([C:28]([F:31])([F:29])[F:30])[CH:25]=1, predict the reactants needed to synthesize it. The reactants are: Br[C:2]1[CH:33]=[CH:32][C:5]([CH2:6][N:7]([C:21]2[C:26]([Cl:27])=[CH:25][C:24]([C:28]([F:31])([F:30])[F:29])=[CH:23][N:22]=2)[S:8]([C:11]2[CH:20]=[CH:19][C:14]([C:15]([O:17]C)=[O:16])=[CH:13][CH:12]=2)(=[O:10])=[O:9])=[CH:4][CH:3]=1.[CH3:34][N:35]1[CH:39]=[C:38](B2OC(C)(C)C(C)(C)O2)[CH:37]=[N:36]1.